This data is from Reaction yield outcomes from USPTO patents with 853,638 reactions. The task is: Predict the reaction yield, written as a fraction of the theoretical maximum amount of product (1.0 means a 100% yield; for example, 0.34 means a 34% yield). (1) The yield is 0.400. The catalyst is CN(C=O)C.CO. The reactants are [NH2:1][C:2]1[C:3]2[C:11](=[O:12])[C:10]([I:13])=[CH:9][NH:8][C:4]=2[N:5]=[CH:6][N:7]=1.C(=O)([O-])[O-].[Cs+].[Cs+].[I-].[K+].[Cl:22][C:23]1[C:24]([CH3:45])=[C:25]([C:34]2[CH:35]=[CH:36][C:37]([C:40]([N:42]([CH3:44])[CH3:43])=[O:41])=[N:38][CH:39]=2)[C:26]([O:32][CH3:33])=[C:27]([CH:29](Cl)[CH3:30])[CH:28]=1. The product is [NH2:1][C:2]1[C:3]2[C:11](=[O:12])[C:10]([I:13])=[CH:9][N:8]([CH:29]([C:27]3[C:26]([O:32][CH3:33])=[C:25]([C:34]4[CH:35]=[CH:36][C:37]([C:40]([N:42]([CH3:43])[CH3:44])=[O:41])=[N:38][CH:39]=4)[C:24]([CH3:45])=[C:23]([Cl:22])[CH:28]=3)[CH3:30])[C:4]=2[N:5]=[CH:6][N:7]=1. (2) The reactants are C([NH:5][S:6]([CH2:9][N:10]1[C:18](=[O:19])[C:17]2[N:16]([CH2:20][C:21]3[CH:26]=[CH:25][C:24]([Cl:27])=[CH:23][CH:22]=3)[C:15]([O:28][C:29]3[CH:34]=[CH:33][CH:32]=[C:31]([O:35][C:36]([F:39])([F:38])[F:37])[CH:30]=3)=[N:14][C:13]=2[N:12]([CH3:40])[C:11]1=[O:41])(=[O:8])=[O:7])(C)(C)C.C(O)(C(F)(F)F)=O. No catalyst specified. The product is [Cl:27][C:24]1[CH:23]=[CH:22][C:21]([CH2:20][N:16]2[C:17]3[C:18](=[O:19])[N:10]([CH2:9][S:6]([NH2:5])(=[O:8])=[O:7])[C:11](=[O:41])[N:12]([CH3:40])[C:13]=3[N:14]=[C:15]2[O:28][C:29]2[CH:34]=[CH:33][CH:32]=[C:31]([O:35][C:36]([F:37])([F:39])[F:38])[CH:30]=2)=[CH:26][CH:25]=1. The yield is 0.724. (3) The reactants are [Cl:1][C:2]1[CH:3]=[C:4]([NH:16][C:17]2[C:26]3[C:21](=[CH:22][CH:23]=[C:24]([O:27][CH:28]4[CH2:33][CH2:32][NH:31][CH2:30][CH2:29]4)[CH:25]=3)[N:20]=[CH:19][N:18]=2)[CH:5]=[CH:6][C:7]=1[O:8][CH2:9][C:10]1[CH:15]=[N:14][CH:13]=[CH:12][N:11]=1.[C:34](O)(=[O:37])[CH2:35][OH:36]. No catalyst specified. The product is [Cl:1][C:2]1[CH:3]=[C:4]([NH:16][C:17]2[C:26]3[C:21](=[CH:22][CH:23]=[C:24]([O:27][CH:28]4[CH2:29][CH2:30][N:31]([C:35](=[O:36])[CH2:34][OH:37])[CH2:32][CH2:33]4)[CH:25]=3)[N:20]=[CH:19][N:18]=2)[CH:5]=[CH:6][C:7]=1[O:8][CH2:9][C:10]1[CH:15]=[N:14][CH:13]=[CH:12][N:11]=1. The yield is 0.640. (4) The reactants are [CH:1]([N:4]([CH2:12][CH2:13][NH:14]S(C1C=CC=CC=1[N+]([O-])=O)(=O)=O)[C:5](=[O:11])[O:6][C:7]([CH3:10])([CH3:9])[CH3:8])([CH3:3])[CH3:2].C(=O)([O-])[O-].[Cs+].[Cs+].C1(S)C=CC=CC=1. The catalyst is C(#N)C.O. The product is [NH2:14][CH2:13][CH2:12][N:4]([CH:1]([CH3:3])[CH3:2])[C:5](=[O:11])[O:6][C:7]([CH3:8])([CH3:9])[CH3:10]. The yield is 0.790.